Task: Predict the product of the given reaction.. Dataset: Forward reaction prediction with 1.9M reactions from USPTO patents (1976-2016) (1) Given the reactants [C:1]([O:5][C:6]([N:8]1[CH2:13][CH2:12][CH:11]([N:14]2[C:18]3=[N:19][CH:20]=[N:21][C:22](Cl)=[C:17]3[CH:16]=[N:15]2)[CH2:10][CH2:9]1)=[O:7])([CH3:4])([CH3:3])[CH3:2].[F:24][C:25]1[CH:26]=[C:27]([OH:35])[CH:28]=[C:29]([C:31]([F:34])([F:33])[F:32])[CH:30]=1, predict the reaction product. The product is: [C:1]([O:5][C:6]([N:8]1[CH2:13][CH2:12][CH:11]([N:14]2[C:18]3=[N:19][CH:20]=[N:21][C:22]([O:35][C:27]4[CH:28]=[C:29]([C:31]([F:32])([F:33])[F:34])[CH:30]=[C:25]([F:24])[CH:26]=4)=[C:17]3[CH:16]=[N:15]2)[CH2:10][CH2:9]1)=[O:7])([CH3:4])([CH3:3])[CH3:2]. (2) The product is: [NH3:7].[NH2:7][C:8]1[C:13]([C:14]2[C:19]3[S:20][C:21]([C:23]4[CH:28]=[CH:27][N:26]=[C:25]([NH:29][CH2:30][CH2:31][N:32]5[CH2:36][CH2:35][NH:34][C:33]5=[O:37])[N:24]=4)=[CH:22][C:18]=3[CH:17]=[CH:16][CH:15]=2)=[CH:12][C:11]([F:38])=[N:10][CH:9]=1. Given the reactants C(OC(=O)[NH:7][C:8]1[CH:9]=[N:10][C:11]([F:38])=[CH:12][C:13]=1[C:14]1[C:19]2[S:20][C:21]([C:23]3[CH:28]=[CH:27][N:26]=[C:25]([NH:29][CH2:30][CH2:31][N:32]4[CH2:36][CH2:35][NH:34][C:33]4=[O:37])[N:24]=3)=[CH:22][C:18]=2[CH:17]=[CH:16][CH:15]=1)(C)(C)C, predict the reaction product. (3) Given the reactants [CH2:1]([O:8][C:9]1[CH:14]=[C:13]([Cl:15])[C:12]([CH2:16][C:17]2[CH:22]=[CH:21][C:20]([CH2:23][CH2:24][O:25][CH2:26][O:27][CH3:28])=[CH:19][CH:18]=2)=[CH:11][C:10]=1Br)[C:2]1[CH:7]=[CH:6][CH:5]=[CH:4][CH:3]=1.C([Li])CCC.[CH2:35]([O:42][C@@H:43]1[C@@H:49]([O:50][CH2:51][C:52]2[CH:57]=[CH:56][CH:55]=[CH:54][CH:53]=2)[C@H:48]([O:58][CH2:59][C:60]2[CH:65]=[CH:64][CH:63]=[CH:62][CH:61]=2)[C@@H:47]([CH2:66][O:67][CH2:68][C:69]2[CH:74]=[CH:73][CH:72]=[CH:71][CH:70]=2)[O:46][C:44]1=[O:45])[C:36]1[CH:41]=[CH:40][CH:39]=[CH:38][CH:37]=1.[Cl-].[NH4+], predict the reaction product. The product is: [CH2:35]([O:42][C@@H:43]1[C@@H:49]([O:50][CH2:51][C:52]2[CH:57]=[CH:56][CH:55]=[CH:54][CH:53]=2)[C@H:48]([O:58][CH2:59][C:60]2[CH:61]=[CH:62][CH:63]=[CH:64][CH:65]=2)[C@@H:47]([CH2:66][O:67][CH2:68][C:69]2[CH:70]=[CH:71][CH:72]=[CH:73][CH:74]=2)[O:46][C:44]1([C:10]1[CH:11]=[C:12]([CH2:16][C:17]2[CH:18]=[CH:19][C:20]([CH2:23][CH2:24][O:25][CH2:26][O:27][CH3:28])=[CH:21][CH:22]=2)[C:13]([Cl:15])=[CH:14][C:9]=1[O:8][CH2:1][C:2]1[CH:7]=[CH:6][CH:5]=[CH:4][CH:3]=1)[OH:45])[C:36]1[CH:37]=[CH:38][CH:39]=[CH:40][CH:41]=1. (4) Given the reactants [CH:1]1([CH:7]([NH:23][C:24]2[CH:32]=[CH:31][C:27]([C:28]([OH:30])=O)=[CH:26][CH:25]=2)[C:8]2[CH:12]=[C:11]([C:13]([CH:15]3[CH2:20][CH2:19][CH2:18][CH2:17][CH2:16]3)=[O:14])[S:10][C:9]=2[CH2:21][CH3:22])[CH2:6][CH2:5][CH2:4][CH2:3][CH2:2]1.[CH3:33][NH:34][CH2:35][CH2:36][C:37]([O:39]CC)=[O:38].O.ON1C2C=CC=CC=2N=N1.Cl.C(N=C=NCCCN(C)C)C.Cl.[OH-].[Na+], predict the reaction product. The product is: [CH:1]1([CH:7]([NH:23][C:24]2[CH:25]=[CH:26][C:27]([C:28]([N:34]([CH3:33])[CH2:35][CH2:36][C:37]([OH:39])=[O:38])=[O:30])=[CH:31][CH:32]=2)[C:8]2[CH:12]=[C:11]([C:13]([CH:15]3[CH2:16][CH2:17][CH2:18][CH2:19][CH2:20]3)=[O:14])[S:10][C:9]=2[CH2:21][CH3:22])[CH2:6][CH2:5][CH2:4][CH2:3][CH2:2]1. (5) Given the reactants [NH2:1][CH2:2][C:3]1[N:4]=[C:5]([NH:8][C:9]([NH:11][C:12]2[CH:17]=[CH:16][C:15]([CH3:18])=[CH:14][C:13]=2[C:19]([CH:21]2[CH2:25][CH2:24][CH2:23][CH2:22]2)=[O:20])=[O:10])[S:6][CH:7]=1.[CH3:26][S:27]([CH2:30][C:31](O)=[O:32])(=[O:29])=[O:28], predict the reaction product. The product is: [CH:21]1([C:19]([C:13]2[CH:14]=[C:15]([CH3:18])[CH:16]=[CH:17][C:12]=2[NH:11][C:9](=[O:10])[NH:8][C:5]2[S:6][CH:7]=[C:3]([CH2:2][NH:1][C:31](=[O:32])[CH2:30][S:27]([CH3:26])(=[O:29])=[O:28])[N:4]=2)=[O:20])[CH2:25][CH2:24][CH2:23][CH2:22]1. (6) Given the reactants [C:1]([O:5][C:6]([N:8]1[CH2:13][CH2:12][N:11]([C:14]2[C:19]([CH3:20])=[CH:18][C:17](Br)=[CH:16][N:15]=2)[CH2:10][CH2:9]1)=[O:7])([CH3:4])([CH3:3])[CH3:2].[CH3:22]B(O)O.[F-].[K+].O1CCCC1, predict the reaction product. The product is: [C:1]([O:5][C:6]([N:8]1[CH2:13][CH2:12][N:11]([C:14]2[C:19]([CH3:20])=[CH:18][C:17]([CH3:22])=[CH:16][N:15]=2)[CH2:10][CH2:9]1)=[O:7])([CH3:4])([CH3:3])[CH3:2]. (7) Given the reactants [F:1][C:2]1[CH:27]=[C:26]([F:28])[CH:25]=[CH:24][C:3]=1[O:4][C:5]1[CH:10]=[CH:9][C:8]([S:11](=[O:14])(=[O:13])[NH2:12])=[CH:7][C:6]=1[C:15]1[NH:19][C:18]([CH3:20])=[C:17]([C:21](O)=[O:22])[CH:16]=1.FC1C=CC=C(F)C=1C1[NH:41]C(C)=C(C(O)=O)C=1, predict the reaction product. The product is: [F:1][C:2]1[CH:27]=[C:26]([F:28])[CH:25]=[CH:24][C:3]=1[O:4][C:5]1[CH:10]=[CH:9][C:8]([S:11](=[O:13])(=[O:14])[NH2:12])=[CH:7][C:6]=1[C:15]1[NH:19][C:18]([CH3:20])=[C:17]([C:21]([NH2:41])=[O:22])[CH:16]=1. (8) Given the reactants [Si:1](Cl)([C:14]([CH3:17])([CH3:16])[CH3:15])([C:8]1[CH:13]=[CH:12][CH:11]=[CH:10][CH:9]=1)[C:2]1[CH:7]=[CH:6][CH:5]=[CH:4][CH:3]=1.CN(C=O)C.[C:24]([O:28][C:29](=[O:44])[NH:30][C@H:31]([C:35]1[CH:40]=[C:39]([F:41])[C:38]([F:42])=[C:37]([F:43])[CH:36]=1)[C@H:32]([OH:34])[CH3:33])([CH3:27])([CH3:26])[CH3:25].N1C=CN=C1, predict the reaction product. The product is: [C:24]([O:28][C:29](=[O:44])[NH:30][C@H:31]([C:35]1[CH:40]=[C:39]([F:41])[C:38]([F:42])=[C:37]([F:43])[CH:36]=1)[C@H:32]([O:34][Si:1]([C:14]([CH3:17])([CH3:16])[CH3:15])([C:8]1[CH:13]=[CH:12][CH:11]=[CH:10][CH:9]=1)[C:2]1[CH:7]=[CH:6][CH:5]=[CH:4][CH:3]=1)[CH3:33])([CH3:25])([CH3:26])[CH3:27].